Task: Predict the reaction yield, written as a fraction of the theoretical maximum amount of product (1.0 means a 100% yield; for example, 0.34 means a 34% yield).. Dataset: Reaction yield outcomes from USPTO patents with 853,638 reactions The reactants are [F:1][C:2]1[CH:20]=[CH:19][C:5]([CH2:6][NH:7][C@H:8]2[C@H:13]3[CH2:14][C@H:10]([CH2:11][CH2:12]3)[C@H:9]2[C:15](OC)=[O:16])=[CH:4][CH:3]=1.[CH3:21][S:22]([NH:25][C:26]1[CH:41]=[CH:40][C:29]2[NH:30][C:31]([CH2:36][C:37](O)=[O:38])=[CH:32][S:33](=[O:35])(=[O:34])[C:28]=2[CH:27]=1)(=[O:24])=[O:23].CN1CCOCC1.Cl.CN(C)CCCN=C=NCC.[O-]CC.[Na+]. The catalyst is CN(C)C=O.C(O)C. The product is [F:1][C:2]1[CH:20]=[CH:19][C:5]([CH2:6][N:7]2[C:37](=[O:38])[C:36]([C:31]3[NH:30][C:29]4[CH:40]=[CH:41][C:26]([NH:25][S:22]([CH3:21])(=[O:23])=[O:24])=[CH:27][C:28]=4[S:33](=[O:35])(=[O:34])[CH:32]=3)=[C:15]([OH:16])[C@H:9]3[C@@H:8]2[C@H:13]2[CH2:14][C@@H:10]3[CH2:11][CH2:12]2)=[CH:4][CH:3]=1. The yield is 0.0530.